This data is from Forward reaction prediction with 1.9M reactions from USPTO patents (1976-2016). The task is: Predict the product of the given reaction. Given the reactants [NH2:1][C:2]1[N:7]=[CH:6][N:5]=[C:4]2[N:8]([C@H:12]3[CH2:17][CH2:16][CH2:15][N:14](C([O:20][C:21]([CH3:24])(C)C)=O)[CH2:13]3)[N:9]=[C:10]([I:11])[C:3]=12.Cl.CC(C)=[O:28], predict the reaction product. The product is: [C:21]([OH:20])(=[O:28])[CH3:24].[I:11][C:10]1[C:3]2[C:4](=[N:5][CH:6]=[N:7][C:2]=2[NH2:1])[N:8]([C@H:12]2[CH2:17][CH2:16][CH2:15][NH:14][CH2:13]2)[N:9]=1.